From a dataset of Reaction yield outcomes from USPTO patents with 853,638 reactions. Predict the reaction yield, written as a fraction of the theoretical maximum amount of product (1.0 means a 100% yield; for example, 0.34 means a 34% yield). The reactants are [C:1]([NH:8][CH2:9][CH2:10][NH2:11])([O:3]C(C)(C)C)=O.[C:12]1([CH3:21])[CH:17]=[CH:16][CH:15]=[C:14]([N:18]=C=O)[CH:13]=1. The catalyst is C(#N)C. The product is [CH3:21][C:12]1[CH:13]=[C:14]([NH:18][C:1]([NH:8][CH2:9][CH2:10][NH2:11])=[O:3])[CH:15]=[CH:16][CH:17]=1. The yield is 0.210.